This data is from Forward reaction prediction with 1.9M reactions from USPTO patents (1976-2016). The task is: Predict the product of the given reaction. (1) Given the reactants [H-].[Al+3].[Li+].[H-].[H-].[H-].[CH3:7][N:8]([CH2:10][C:11]1[CH:12]=[C:13]([CH:18]=[CH:19][C:20]=1[O:21][C:22]1[CH:27]=[CH:26][C:25]([C:28]([F:31])([F:30])[F:29])=[CH:24][CH:23]=1)[C:14](OC)=[O:15])[CH3:9], predict the reaction product. The product is: [CH3:9][N:8]([CH2:10][C:11]1[CH:12]=[C:13]([CH2:14][OH:15])[CH:18]=[CH:19][C:20]=1[O:21][C:22]1[CH:27]=[CH:26][C:25]([C:28]([F:29])([F:31])[F:30])=[CH:24][CH:23]=1)[CH3:7]. (2) Given the reactants [C:1]1([C:7]2[C:8]([NH2:12])=[N:9][O:10][N:11]=2)[CH:6]=[CH:5][CH:4]=[CH:3][CH:2]=1.[C:13]([O:18]CC)(=[O:17])[C:14]([CH3:16])=O, predict the reaction product. The product is: [C:1]1([C:7]2[C:8]([NH:12][CH:14]([C:13]([OH:18])=[O:17])[CH3:16])=[N:9][O:10][N:11]=2)[CH:2]=[CH:3][CH:4]=[CH:5][CH:6]=1. (3) The product is: [CH3:1][O:2][C:3]1[CH:40]=[CH:39][CH:38]=[CH:37][C:4]=1[CH2:5][N:6]1[C:11](=[O:12])[C:10]2[N:13]([CH:20]3[CH2:21][CH2:22][NH:23][CH2:24][CH2:25]3)[N:14]=[C:15]([C:16]([F:17])([F:18])[F:19])[C:9]=2[C:8]([CH3:36])=[N:7]1. Given the reactants [CH3:1][O:2][C:3]1[CH:40]=[CH:39][CH:38]=[CH:37][C:4]=1[CH2:5][N:6]1[C:11](=[O:12])[C:10]2[N:13]([CH:20]3[CH2:25][CH2:24][N:23](C(OCC4C=CC=CC=4)=O)[CH2:22][CH2:21]3)[N:14]=[C:15]([C:16]([F:19])([F:18])[F:17])[C:9]=2[C:8]([CH3:36])=[N:7]1, predict the reaction product. (4) Given the reactants [CH:1]1([S:4]([C:7]2[CH:12]=[CH:11][C:10]([CH:13]([CH2:30][CH:31]3[CH2:36][CH2:35][O:34][CH2:33][CH2:32]3)[C:14](=O)[CH2:15][CH2:16][C:17]([C:19]3[S:20][C:21]([CH:24]([OH:28])[CH2:25][O:26][CH3:27])=[CH:22][N:23]=3)=O)=[CH:9][CH:8]=2)(=[O:6])=[O:5])[CH2:3][CH2:2]1.C([O-])(=O)C.[NH4+:41].[OH-].[Na+], predict the reaction product. The product is: [CH:1]1([S:4]([C:7]2[CH:8]=[CH:9][C:10]([CH:13]([C:14]3[NH:41][C:17]([C:19]4[S:20][C:21]([CH:24]([OH:28])[CH2:25][O:26][CH3:27])=[CH:22][N:23]=4)=[CH:16][CH:15]=3)[CH2:30][CH:31]3[CH2:36][CH2:35][O:34][CH2:33][CH2:32]3)=[CH:11][CH:12]=2)(=[O:6])=[O:5])[CH2:2][CH2:3]1. (5) Given the reactants [C:1]1([NH:7][C:8]2[CH:13]=[CH:12][CH:11]=[CH:10][CH:9]=2)[CH:6]=[CH:5][CH:4]=[CH:3][CH:2]=1.FC1C=CC([N+:21]([O-])=O)=CC=1.C(O[SiH](O[CH2:32][CH3:33])OCC)C.[N:34]([CH2:37][CH2:38][CH2:39][Si:40]([O:47][CH2:48][CH3:49])([O:44][CH2:45][CH3:46])[O:41][CH2:42][CH3:43])=[C:35]=[O:36].[CH3:50][CH2:51][CH2:52][CH2:53]C, predict the reaction product. The product is: [C:8]1([N:7]([C:33]2[CH:32]=[CH:53][CH:52]=[CH:51][CH:50]=2)[C:1]2[CH:2]=[CH:3][C:4]([NH:21][C:35]([NH:34][CH2:37][CH2:38][CH2:39][Si:40]([O:47][CH2:48][CH3:49])([O:41][CH2:42][CH3:43])[O:44][CH2:45][CH3:46])=[O:36])=[CH:5][CH:6]=2)[CH:9]=[CH:10][CH:11]=[CH:12][CH:13]=1. (6) Given the reactants Cl[CH2:2][C:3]1[N:4]=[C:5]([C:8]2[CH:13]=[CH:12][C:11]([F:14])=[CH:10][CH:9]=2)[O:6][CH:7]=1.[F:15][C:16]([F:32])([F:31])[CH2:17][NH:18][C:19]1[CH:26]=[CH:25][C:22]([C:23]#[N:24])=[C:21]([C:27]([F:30])([F:29])[F:28])[CH:20]=1.[H-].[Na+], predict the reaction product. The product is: [F:14][C:11]1[CH:12]=[CH:13][C:8]([C:5]2[O:6][CH:7]=[C:3]([CH2:2][N:18]([CH2:17][C:16]([F:15])([F:31])[F:32])[C:19]3[CH:26]=[CH:25][C:22]([C:23]#[N:24])=[C:21]([C:27]([F:28])([F:29])[F:30])[CH:20]=3)[N:4]=2)=[CH:9][CH:10]=1.